This data is from Reaction yield outcomes from USPTO patents with 853,638 reactions. The task is: Predict the reaction yield, written as a fraction of the theoretical maximum amount of product (1.0 means a 100% yield; for example, 0.34 means a 34% yield). (1) The reactants are [F:1][C:2]([F:12])([F:11])[C:3]1[N:8]=[CH:7][C:6]([CH2:9][OH:10])=[CH:5][CH:4]=1.CC(OI1(OC(C)=O)(OC(C)=O)OC(=O)C2C=CC=CC1=2)=O. The catalyst is C(Cl)Cl.CCOCC.[OH-].[Na+]. The product is [F:12][C:2]([F:1])([F:11])[C:3]1[CH:4]=[CH:5][C:6]([CH:9]=[O:10])=[CH:7][N:8]=1. The yield is 0.450. (2) The reactants are FC(F)(F)C(O)=O.C(OC(=O)[NH:14][C@@H:15]([CH2:29][N:30]1[CH2:35][C:34](=[O:36])[N:33]([C:37]2[CH:42]=[C:41]([F:43])[CH:40]=[CH:39][C:38]=2[CH3:44])[CH2:32][C:31]1([CH3:46])[CH3:45])[C@@H:16]([OH:28])[CH2:17][C@H:18]([C:20](=[O:27])[NH:21][CH2:22][C:23]([CH3:26])([CH3:25])[CH3:24])[CH3:19])(C)(C)C.[C:48]([OH:55])(=[O:54])/[CH:49]=[CH:50]/[C:51]([OH:53])=[O:52].[CH3:56][C:57]([CH3:88])([CH3:87])[CH2:58][NH:59][C:60](=[O:86])[C@H:61]([CH3:85])[CH2:62][C@H:63]([OH:84])[C@@H:64]([NH2:83])[CH2:65][N:66]1[CH2:71][C:70](=[O:72])[N:69]([C:73]2[CH:78]=[C:77]([F:79])[CH:76]=[CH:75][C:74]=2[CH3:80])[CH2:68][C:67]1([CH3:82])[CH3:81]. The catalyst is C(Cl)Cl.CO. The product is [C:48]([OH:55])(=[O:54])/[CH:49]=[CH:50]/[C:51]([OH:53])=[O:52].[CH3:25][C:23]([CH3:24])([CH3:26])[CH2:22][NH:21][C:20](=[O:27])[C@H:18]([CH3:19])[CH2:17][C@H:16]([OH:28])[C@@H:15]([NH2:14])[CH2:29][N:30]1[CH2:35][C:34](=[O:36])[N:33]([C:37]2[CH:42]=[C:41]([F:43])[CH:40]=[CH:39][C:38]=2[CH3:44])[CH2:32][C:31]1([CH3:45])[CH3:46].[NH2:83][C@@H:64]([CH2:65][N:66]1[CH2:71][C:70](=[O:72])[N:69]([C:73]2[CH:78]=[C:77]([F:79])[CH:76]=[CH:75][C:74]=2[CH3:80])[CH2:68][C:67]1([CH3:81])[CH3:82])[C@@H:63]([OH:84])[CH2:62][C@@H:61]([CH3:85])[C:60]([NH:59][CH2:58][C:57]([CH3:56])([CH3:87])[CH3:88])=[O:86]. The yield is 0.710. (3) The reactants are [ClH:1].[C:2]([O:5][C:6]1[CH:7]=[C:8]([CH:30]=[CH:31][C:32]=1[CH3:33])[NH:9][C:10]1[C:19]2[C:14](=[CH:15][C:16]([O:22]CC3C=CC=CC=3)=[C:17]([O:20][CH3:21])[CH:18]=2)[N:13]=[CH:12][N:11]=1)(=[O:4])[CH3:3]. The catalyst is [Pd].CO.CN(C=O)C.ClC(Cl)Cl. The product is [ClH:1].[C:2]([O:5][C:6]1[CH:7]=[C:8]([CH:30]=[CH:31][C:32]=1[CH3:33])[NH:9][C:10]1[C:19]2[C:14](=[CH:15][C:16]([OH:22])=[C:17]([O:20][CH3:21])[CH:18]=2)[N:13]=[CH:12][N:11]=1)(=[O:4])[CH3:3]. The yield is 1.00. (4) The product is [F:28][C:29]1[CH:35]=[CH:34][C:32]([NH:33][CH:3]([C:5]2[CH:6]=[C:7]([C:23]([N:25]([CH3:27])[CH3:26])=[O:24])[CH:8]=[C:9]3[C:14]=2[O:13][C:12]([N:15]2[CH2:20][CH2:19][O:18][C@H:17]([CH3:21])[CH2:16]2)=[CH:11][C:10]3=[O:22])[CH3:4])=[CH:31][CH:30]=1. The catalyst is CC(N(C)C)=O. The reactants are Br.Br[CH:3]([C:5]1[CH:6]=[C:7]([C:23]([N:25]([CH3:27])[CH3:26])=[O:24])[CH:8]=[C:9]2[C:14]=1[O:13][C:12]([N:15]1[CH2:20][CH2:19][O:18][C@H:17]([CH3:21])[CH2:16]1)=[CH:11][C:10]2=[O:22])[CH3:4].[F:28][C:29]1[CH:35]=[CH:34][C:32]([NH2:33])=[CH:31][CH:30]=1. The yield is 0.590. (5) The reactants are [CH3:1][C:2]1[C:10]2[C:9](=[O:11])[CH2:8][C:7]([CH3:13])([CH3:12])[CH2:6][C:5]=2[N:4]([C:14]2[CH:22]=[C:21]([NH:23][C@H:24]3[CH2:29][CH2:28][C@H:27]([OH:30])[CH2:26][CH2:25]3)[C:17]([C:18]([NH2:20])=[O:19])=[C:16]([F:31])[CH:15]=2)[CH:3]=1.[C:32]([NH:39][CH2:40][C:41](O)=[O:42])([O:34][C:35]([CH3:38])([CH3:37])[CH3:36])=[O:33].C(Cl)CCl. The catalyst is C(Cl)Cl.CN(C1C=CN=CC=1)C. The product is [C:35]([O:34][C:32]([NH:39][CH2:40][C:41]([O:30][C@H:27]1[CH2:26][CH2:25][C@H:24]([NH:23][C:21]2[CH:22]=[C:14]([N:4]3[C:5]4[CH2:6][C:7]([CH3:13])([CH3:12])[CH2:8][C:9](=[O:11])[C:10]=4[C:2]([CH3:1])=[CH:3]3)[CH:15]=[C:16]([F:31])[C:17]=2[C:18](=[O:19])[NH2:20])[CH2:29][CH2:28]1)=[O:42])=[O:33])([CH3:38])([CH3:37])[CH3:36]. The yield is 0.550. (6) The reactants are [Li+].C[Si]([N-][Si](C)(C)C)(C)C.[CH3:11][CH2:12][O:13]C(C)=O.[CH:17]([C:19]1[C:20]([NH:27][C:28]2[CH:29]=[C:30]([NH:34][C:35](=[O:41])[O:36][C:37]([CH3:40])([CH3:39])[CH3:38])[CH:31]=[CH:32][CH:33]=2)=[N:21][C:22]([S:25][CH3:26])=[N:23][CH:24]=1)=O. The catalyst is CC1OCCC1. The product is [CH3:26][S:25][C:22]1[N:23]=[CH:24][C:19]2[CH:17]=[CH:11][C:12](=[O:13])[N:27]([C:28]3[CH:29]=[C:30]([NH:34][C:35](=[O:41])[O:36][C:37]([CH3:40])([CH3:39])[CH3:38])[CH:31]=[CH:32][CH:33]=3)[C:20]=2[N:21]=1. The yield is 0.800. (7) The reactants are [Br:1][C:2]1[CH:7]=[C:6]([Cl:8])[CH:5]=[CH:4][C:3]=1[SH:9].C1(C)C=CC(S(O)(=O)=O)=CC=1.[O:21]1[CH:26]=[CH:25][CH2:24][CH2:23][CH2:22]1.[OH-].[Na+]. The catalyst is C(Cl)Cl. The product is [Br:1][C:2]1[CH:7]=[C:6]([Cl:8])[CH:5]=[CH:4][C:3]=1[S:9][CH:22]1[CH2:23][CH2:24][CH2:25][CH2:26][O:21]1. The yield is 0.950.